From a dataset of Full USPTO retrosynthesis dataset with 1.9M reactions from patents (1976-2016). Predict the reactants needed to synthesize the given product. (1) Given the product [OH:1][C:2]1[CH:14]=[CH:13][C:5]2[C@H:6]([CH2:9][C:10]([O:12][CH3:15])=[O:11])[CH2:7][O:8][C:4]=2[CH:3]=1, predict the reactants needed to synthesize it. The reactants are: [OH:1][C:2]1[CH:14]=[CH:13][C:5]2[C:6]([CH2:9][C:10]([O-:12])=[O:11])=[CH:7][O:8][C:4]=2[CH:3]=1.[CH3:15][O-].[Na+].[H][H]. (2) Given the product [Br:1][C:2]1[CH:32]=[CH:31][C:30]([O:33][CH3:34])=[CH:29][C:3]=1[CH2:4][N:5]1[CH2:10][CH2:9][N:8]([CH2:11][CH2:12][CH:13]([C:22]2[CH:27]=[CH:26][CH:25]=[CH:24][C:23]=2[F:28])[CH2:14][NH:66][CH2:41][CH:35]2[CH2:40][CH2:39][CH2:38][CH2:37][CH2:36]2)[CH2:7][CH2:6]1, predict the reactants needed to synthesize it. The reactants are: [Br:1][C:2]1[CH:32]=[CH:31][C:30]([O:33][CH3:34])=[CH:29][C:3]=1[CH2:4][N:5]1[CH2:10][CH2:9][N:8]([CH2:11][CH2:12][CH:13]([C:22]2[CH:27]=[CH:26][CH:25]=[CH:24][C:23]=2[F:28])[C:14](C2CCCCC2)=O)[CH2:7][CH2:6]1.[CH:35]1([CH:41]([NH:66]C=O)C(C2C=CC=CC=2F)CCN2CCN(C3C=CC=CC=3OC)CC2)[CH2:40][CH2:39][CH2:38][CH2:37][CH2:36]1.